Dataset: Full USPTO retrosynthesis dataset with 1.9M reactions from patents (1976-2016). Task: Predict the reactants needed to synthesize the given product. (1) Given the product [CH3:1][O:2][C:3]1[CH:8]=[CH:7][C:6]([C:9]2([CH3:26])[C:10](=[O:12])[N:24]([CH3:23])[N:25]=[C:14]2[CH3:15])=[CH:5][C:4]=1[CH3:17], predict the reactants needed to synthesize it. The reactants are: [CH3:1][O:2][C:3]1[CH:8]=[CH:7][C:6]([CH:9]([C:14](=O)[CH3:15])[C:10]([O:12]C)=O)=[CH:5][C:4]=1[CH3:17].S(O)(O)(=O)=O.[CH3:23][NH:24][NH2:25].[CH2:26](N(CC)CC)C. (2) Given the product [CH2:3]([C:4]([C:4]1[CH:3]=[C:2]2[C:2]([CH:3]=[CH:4][C:5]([O:12][S:9]([C:8]([F:21])([F:20])[F:7])(=[O:11])=[O:10])=[CH:6]2)=[CH:6][CH:5]=1)([OH:23])[CH2:5][CH3:6])[CH3:2], predict the reactants needed to synthesize it. The reactants are: N1[CH:6]=[CH:5][CH:4]=[CH:3][CH:2]=1.[F:7][C:8]([F:21])([F:20])[S:9]([O:12]S(C(F)(F)F)(=O)=O)(=[O:11])=[O:10].Cl.[OH2:23].